From a dataset of Full USPTO retrosynthesis dataset with 1.9M reactions from patents (1976-2016). Predict the reactants needed to synthesize the given product. (1) The reactants are: Cl.Cl.[Cl:3][C:4]1[C:5]([N:17]2[CH2:22][CH2:21][NH:20][CH2:19][CH2:18]2)=[N:6][CH:7]=[C:8]([C:10]2[N:11]=[N:12][N:13]([CH2:15][CH3:16])[N:14]=2)[CH:9]=1.ClC(Cl)(Cl)C[O:26][C:27](=O)[NH:28][S:29]([C:32]1[S:33][C:34]([Cl:37])=[CH:35][CH:36]=1)(=[O:31])=[O:30].CCN(C(C)C)C(C)C.CC(O)=O. Given the product [Cl:3][C:4]1[C:5]([N:17]2[CH2:22][CH2:21][N:20]([C:27]([NH:28][S:29]([C:32]3[S:33][C:34]([Cl:37])=[CH:35][CH:36]=3)(=[O:31])=[O:30])=[O:26])[CH2:19][CH2:18]2)=[N:6][CH:7]=[C:8]([C:10]2[N:11]=[N:12][N:13]([CH2:15][CH3:16])[N:14]=2)[CH:9]=1, predict the reactants needed to synthesize it. (2) Given the product [F:31][C:32]([C:35]1[CH:40]=[CH:39][C:38]([C:41]2[N:42]=[C:7]([C:4]3[CH:3]=[C:2]([CH3:1])[NH:6][N:5]=3)[O:9][N:43]=2)=[CH:37][CH:36]=1)([CH3:34])[CH3:33], predict the reactants needed to synthesize it. The reactants are: [CH3:1][C:2]1[NH:6][N:5]=[C:4]([C:7]([OH:9])=O)[CH:3]=1.CCN=C=NCCCN(C)C.C1C=CC2N(O)N=NC=2C=1.[F:31][C:32]([C:35]1[CH:40]=[CH:39][C:38]([C:41](=[N:43]O)[NH2:42])=[CH:37][CH:36]=1)([CH3:34])[CH3:33].